Dataset: TCR-epitope binding with 47,182 pairs between 192 epitopes and 23,139 TCRs. Task: Binary Classification. Given a T-cell receptor sequence (or CDR3 region) and an epitope sequence, predict whether binding occurs between them. (1) The epitope is RAKFKQLL. The TCR CDR3 sequence is CASSLSARAAGYTF. Result: 1 (the TCR binds to the epitope). (2) The epitope is LVLSVNPYV. The TCR CDR3 sequence is CASSLTANYGYTF. Result: 0 (the TCR does not bind to the epitope). (3) The epitope is FLPRVFSAV. The TCR CDR3 sequence is CASSQDWTSYNEQFF. Result: 1 (the TCR binds to the epitope). (4) The epitope is IIKDYGKQM. The TCR CDR3 sequence is CASSFGTPTSYEQYF. Result: 0 (the TCR does not bind to the epitope). (5) The epitope is FTISVTTEIL. The TCR CDR3 sequence is CASSELSDLGNEQFF. Result: 1 (the TCR binds to the epitope). (6) The TCR CDR3 sequence is CASKEGRLAANTGELFF. The epitope is VLWAHGFEL. Result: 0 (the TCR does not bind to the epitope). (7) The epitope is AYILFTRFFYV. The TCR CDR3 sequence is CASSQDFALPGTDTQYF. Result: 1 (the TCR binds to the epitope). (8) Result: 0 (the TCR does not bind to the epitope). The TCR CDR3 sequence is CASSPGVLGNTIYF. The epitope is MMISAGFSL.